This data is from Forward reaction prediction with 1.9M reactions from USPTO patents (1976-2016). The task is: Predict the product of the given reaction. (1) Given the reactants [CH3:1][C:2]1[O:6][N:5]=[C:4]([C:7]2[CH:12]=[CH:11][CH:10]=[CH:9][CH:8]=2)[C:3]=1[CH2:13][O:14][C:15]1[CH:23]=[C:22]([C:24]([F:27])([F:26])[F:25])[C:18]([C:19](O)=[O:20])=[CH:17][N:16]=1.[CH:28]([NH2:31])([CH3:30])[CH3:29], predict the reaction product. The product is: [CH:28]([NH:31][C:19](=[O:20])[C:18]1[C:22]([C:24]([F:27])([F:25])[F:26])=[CH:23][C:15]([O:14][CH2:13][C:3]2[C:4]([C:7]3[CH:8]=[CH:9][CH:10]=[CH:11][CH:12]=3)=[N:5][O:6][C:2]=2[CH3:1])=[N:16][CH:17]=1)([CH3:30])[CH3:29]. (2) Given the reactants [CH2:1]([NH2:4])[CH2:2][NH2:3].Cl[C:6]1[C:15]2[C:10](=[CH:11][C:12]([Cl:16])=[CH:13][CH:14]=2)[N:9]=[CH:8][CH:7]=1, predict the reaction product. The product is: [Cl:16][C:12]1[CH:11]=[C:10]2[C:15]([C:6]([NH:3][CH2:2][CH2:1][NH2:4])=[CH:7][CH:8]=[N:9]2)=[CH:14][CH:13]=1. (3) Given the reactants [Si:1]([O:8][C@H:9]1[CH2:33][C@@H:32]2[C@:19]([CH3:36])([CH2:20][CH2:21][C@H:22]3[C@H:31]2[CH2:30][CH:29]=[C:28]2[C@:23]3([CH3:35])[CH2:24][CH2:25][C@H:26]([OH:34])[CH2:27]2)[C@H:10]1[C@H:11]([CH3:18])[CH2:12][CH2:13][CH2:14][CH:15]([CH3:17])[CH3:16])([C:4]([CH3:7])([CH3:6])[CH3:5])([CH3:3])[CH3:2].CN1CCCCC1=O.O, predict the reaction product. The product is: [Si:1]([O:8][C@H:9]1[CH2:33][C@@H:32]2[C@:19]([CH3:36])([CH2:20][CH2:21][C@H:22]3[C@H:31]2[CH2:30][CH2:29][C:28]2[C@:23]3([CH3:35])[CH2:24][CH2:25][C:26](=[O:34])[CH:27]=2)[C@H:10]1[C@H:11]([CH3:18])[CH2:12][CH2:13][CH2:14][CH:15]([CH3:17])[CH3:16])([C:4]([CH3:5])([CH3:6])[CH3:7])([CH3:2])[CH3:3]. (4) Given the reactants [CH3:1][O:2][C:3]([C:5]12[CH2:12][CH2:11][C:8](C(O)=O)([CH2:9][CH2:10]1)[CH2:7][CH2:6]2)=[O:4].[OH-].[Na+].[Br:18]Br, predict the reaction product. The product is: [Br:18][C:8]12[CH2:11][CH2:12][C:5]([C:3]([O:2][CH3:1])=[O:4])([CH2:10][CH2:9]1)[CH2:6][CH2:7]2.